This data is from Forward reaction prediction with 1.9M reactions from USPTO patents (1976-2016). The task is: Predict the product of the given reaction. Given the reactants [Cl:1][C:2]1[CH:24]=[C:23]([Cl:25])[CH:22]=[CH:21][C:3]=1[C:4]([C:6]1[C:7]([CH3:20])=[CH:8][N:9]2[C:14]=1[CH:13]=[C:12]([C:15]([O:17][CH2:18][CH3:19])=[O:16])[CH:11]=[CH:10]2)=O, predict the reaction product. The product is: [Cl:1][C:2]1[CH:24]=[C:23]([Cl:25])[CH:22]=[CH:21][C:3]=1[CH2:4][C:6]1[C:7]([CH3:20])=[CH:8][N:9]2[C:14]=1[CH:13]=[C:12]([C:15]([O:17][CH2:18][CH3:19])=[O:16])[CH:11]=[CH:10]2.